From a dataset of NCI-60 drug combinations with 297,098 pairs across 59 cell lines. Regression. Given two drug SMILES strings and cell line genomic features, predict the synergy score measuring deviation from expected non-interaction effect. (1) Drug 1: CC1=C2C(C(=O)C3(C(CC4C(C3C(C(C2(C)C)(CC1OC(=O)C(C(C5=CC=CC=C5)NC(=O)OC(C)(C)C)O)O)OC(=O)C6=CC=CC=C6)(CO4)OC(=O)C)OC)C)OC. Drug 2: CCC1(C2=C(COC1=O)C(=O)N3CC4=CC5=C(C=CC(=C5CN(C)C)O)N=C4C3=C2)O.Cl. Cell line: SNB-19. Synergy scores: CSS=49.1, Synergy_ZIP=-1.71, Synergy_Bliss=-1.82, Synergy_Loewe=-2.43, Synergy_HSA=3.02. (2) Drug 1: CNC(=O)C1=CC=CC=C1SC2=CC3=C(C=C2)C(=NN3)C=CC4=CC=CC=N4. Drug 2: CC1=C(C=C(C=C1)C(=O)NC2=CC(=CC(=C2)C(F)(F)F)N3C=C(N=C3)C)NC4=NC=CC(=N4)C5=CN=CC=C5. Cell line: M14. Synergy scores: CSS=-3.89, Synergy_ZIP=2.85, Synergy_Bliss=1.54, Synergy_Loewe=-1.24, Synergy_HSA=-2.83. (3) Drug 1: C1CCC(CC1)NC(=O)N(CCCl)N=O. Drug 2: C(CC(=O)O)C(=O)CN.Cl. Cell line: MCF7. Synergy scores: CSS=7.01, Synergy_ZIP=-4.74, Synergy_Bliss=-3.57, Synergy_Loewe=-10.5, Synergy_HSA=-4.84. (4) Drug 1: C1CC(C1)(C(=O)O)C(=O)O.[NH2-].[NH2-].[Pt+2]. Drug 2: C(CN)CNCCSP(=O)(O)O. Cell line: M14. Synergy scores: CSS=10.5, Synergy_ZIP=-2.22, Synergy_Bliss=-2.38, Synergy_Loewe=-9.68, Synergy_HSA=-2.90.